From a dataset of NCI-60 drug combinations with 297,098 pairs across 59 cell lines. Regression. Given two drug SMILES strings and cell line genomic features, predict the synergy score measuring deviation from expected non-interaction effect. Drug 1: CS(=O)(=O)C1=CC(=C(C=C1)C(=O)NC2=CC(=C(C=C2)Cl)C3=CC=CC=N3)Cl. Drug 2: CC1OCC2C(O1)C(C(C(O2)OC3C4COC(=O)C4C(C5=CC6=C(C=C35)OCO6)C7=CC(=C(C(=C7)OC)O)OC)O)O. Cell line: SNB-19. Synergy scores: CSS=56.9, Synergy_ZIP=13.9, Synergy_Bliss=11.5, Synergy_Loewe=-8.70, Synergy_HSA=11.5.